From a dataset of Peptide-MHC class I binding affinity with 185,985 pairs from IEDB/IMGT. Regression. Given a peptide amino acid sequence and an MHC pseudo amino acid sequence, predict their binding affinity value. This is MHC class I binding data. (1) The peptide sequence is VVNYDNSTK. The MHC is HLA-A26:01 with pseudo-sequence HLA-A26:01. The binding affinity (normalized) is 0.0847. (2) The peptide sequence is AYLVSIFLHL. The MHC is HLA-A24:02 with pseudo-sequence HLA-A24:02. The binding affinity (normalized) is 0.397. (3) The peptide sequence is CMKSFFGWK. The MHC is HLA-A03:01 with pseudo-sequence HLA-A03:01. The binding affinity (normalized) is 0.377. (4) The peptide sequence is FSLMVSSF. The MHC is H-2-Kb with pseudo-sequence H-2-Kb. The binding affinity (normalized) is 0.194. (5) The peptide sequence is WTVKYPNL. The MHC is H-2-Kb with pseudo-sequence H-2-Kb. The binding affinity (normalized) is 0.610. (6) The peptide sequence is VMKRNFIDF. The MHC is HLA-A69:01 with pseudo-sequence HLA-A69:01. The binding affinity (normalized) is 0.0847.